From a dataset of Merck oncology drug combination screen with 23,052 pairs across 39 cell lines. Regression. Given two drug SMILES strings and cell line genomic features, predict the synergy score measuring deviation from expected non-interaction effect. (1) Drug 1: CCC1=CC2CN(C1)Cc1c([nH]c3ccccc13)C(C(=O)OC)(c1cc3c(cc1OC)N(C)C1C(O)(C(=O)OC)C(OC(C)=O)C4(CC)C=CCN5CCC31C54)C2. Drug 2: Cn1cc(-c2cnn3c(N)c(Br)c(C4CCCNC4)nc23)cn1. Cell line: CAOV3. Synergy scores: synergy=-16.9. (2) Drug 1: O=S1(=O)NC2(CN1CC(F)(F)F)C1CCC2Cc2cc(C=CCN3CCC(C(F)(F)F)CC3)ccc2C1. Drug 2: NC1CCCCC1N.O=C(O)C(=O)O.[Pt+2]. Synergy scores: synergy=-8.17. Cell line: HT29. (3) Drug 1: COC1=C2CC(C)CC(OC)C(O)C(C)C=C(C)C(OC(N)=O)C(OC)C=CC=C(C)C(=O)NC(=CC1=O)C2=O. Drug 2: CCc1c2c(nc3ccc(O)cc13)-c1cc3c(c(=O)n1C2)COC(=O)C3(O)CC. Cell line: EFM192B. Synergy scores: synergy=11.3. (4) Drug 1: NC(=O)c1cccc2cn(-c3ccc(C4CCCNC4)cc3)nc12. Drug 2: CC(C)CC(NC(=O)C(Cc1ccccc1)NC(=O)c1cnccn1)B(O)O. Cell line: UWB1289BRCA1. Synergy scores: synergy=2.89. (5) Drug 1: CCC1=CC2CN(C1)Cc1c([nH]c3ccccc13)C(C(=O)OC)(c1cc3c(cc1OC)N(C)C1C(O)(C(=O)OC)C(OC(C)=O)C4(CC)C=CCN5CCC31C54)C2. Drug 2: NC(=O)c1cccc2cn(-c3ccc(C4CCCNC4)cc3)nc12. Cell line: DLD1. Synergy scores: synergy=-5.77. (6) Drug 1: Cn1nnc2c(C(N)=O)ncn2c1=O. Drug 2: NC1CCCCC1N.O=C(O)C(=O)O.[Pt+2]. Cell line: MSTO. Synergy scores: synergy=-35.6. (7) Drug 1: CCC1(O)CC2CN(CCc3c([nH]c4ccccc34)C(C(=O)OC)(c3cc4c(cc3OC)N(C)C3C(O)(C(=O)OC)C(OC(C)=O)C5(CC)C=CCN6CCC43C65)C2)C1. Drug 2: NC1(c2ccc(-c3nc4ccn5c(=O)[nH]nc5c4cc3-c3ccccc3)cc2)CCC1. Cell line: SW620. Synergy scores: synergy=6.22. (8) Drug 1: N#Cc1ccc(Cn2cncc2CN2CCN(c3cccc(Cl)c3)C(=O)C2)cc1. Drug 2: NC(=O)c1cccc2cn(-c3ccc(C4CCCNC4)cc3)nc12. Cell line: OCUBM. Synergy scores: synergy=21.2. (9) Drug 1: CC(C)CC(NC(=O)C(Cc1ccccc1)NC(=O)c1cnccn1)B(O)O. Drug 2: COC1=C2CC(C)CC(OC)C(O)C(C)C=C(C)C(OC(N)=O)C(OC)C=CC=C(C)C(=O)NC(=CC1=O)C2=O. Cell line: SKMEL30. Synergy scores: synergy=-5.74. (10) Drug 1: CN(C)C(=N)N=C(N)N. Drug 2: COC1CC2CCC(C)C(O)(O2)C(=O)C(=O)N2CCCCC2C(=O)OC(C(C)CC2CCC(OP(C)(C)=O)C(OC)C2)CC(=O)C(C)C=C(C)C(O)C(OC)C(=O)C(C)CC(C)C=CC=CC=C1C. Cell line: HT29. Synergy scores: synergy=10.8.